Predict the reactants needed to synthesize the given product. From a dataset of Full USPTO retrosynthesis dataset with 1.9M reactions from patents (1976-2016). (1) Given the product [ClH:42].[OH:1][C:2]1[CH:7]=[CH:6][C:5]([CH2:8][C@@H:9]([NH:33][CH3:34])[C:10]([NH:11][C:12]2[CH:13]=[C:14]3[C:30](=[O:31])[NH:29][N:28]=[CH:27][C:16]4=[C:17]([C:21]5[CH:26]=[CH:25][CH:24]=[CH:23][CH:22]=5)[NH:18][C:19]([CH:20]=2)=[C:15]34)=[O:32])=[CH:4][CH:3]=1, predict the reactants needed to synthesize it. The reactants are: [OH:1][C:2]1[CH:7]=[CH:6][C:5]([CH2:8][C@@H:9]([N:33](C)[C:34](=O)OC(C)(C)C)[C:10](=[O:32])[NH:11][C:12]2[CH:13]=[C:14]3[C:30](=[O:31])[NH:29][N:28]=[CH:27][C:16]4=[C:17]([C:21]5[CH:26]=[CH:25][CH:24]=[CH:23][CH:22]=5)[NH:18][C:19]([CH:20]=2)=[C:15]34)=[CH:4][CH:3]=1.[ClH:42].C(N(CC)CC)C. (2) Given the product [Cl:15][C:10]1[N:11]=[C:6]2[CH:5]=[CH:4][N:3]=[C:2]([Cl:1])[C:7]2=[N:8][CH:9]=1, predict the reactants needed to synthesize it. The reactants are: [Cl:1][C:2]1[C:7]2[N:8]=[CH:9][C:10](=O)[NH:11][C:6]=2[CH:5]=[CH:4][N:3]=1.P(Cl)(Cl)([Cl:15])=O. (3) Given the product [CH3:1][O:2][C:3]1[CH:8]=[CH:7][C:6]([NH:9][C:11](=[O:13])[CH3:12])=[CH:5][C:4]=1[CH3:10], predict the reactants needed to synthesize it. The reactants are: [CH3:1][O:2][C:3]1[CH:8]=[CH:7][C:6]([NH2:9])=[CH:5][C:4]=1[CH3:10].[C:11](OCC)(=[O:13])[CH3:12].C(N)(=O)C. (4) Given the product [CH3:27][S:28]([C:30]1[CH:35]=[CH:34][C:33]([C:2]2[CH:7]=[CH:6][C:5]([C:8]3[O:9][C:10]([CH3:20])=[C:11]([CH2:13][CH2:14][N:15]4[CH2:19][CH2:18][CH2:17][CH2:16]4)[N:12]=3)=[CH:4][CH:3]=2)=[CH:32][CH:31]=1)=[O:29], predict the reactants needed to synthesize it. The reactants are: Br[C:2]1[CH:7]=[CH:6][C:5]([C:8]2[O:9][C:10]([CH3:20])=[C:11]([CH2:13][CH2:14][N:15]3[CH2:19][CH2:18][CH2:17][CH2:16]3)[N:12]=2)=[CH:4][CH:3]=1.C(=O)([O-])[O-].[Na+].[Na+].[CH3:27][S:28]([C:30]1[CH:35]=[CH:34][C:33](B(O)O)=[CH:32][CH:31]=1)=[O:29].